This data is from Peptide-MHC class I binding affinity with 185,985 pairs from IEDB/IMGT. The task is: Regression. Given a peptide amino acid sequence and an MHC pseudo amino acid sequence, predict their binding affinity value. This is MHC class I binding data. (1) The peptide sequence is YQNFQNADK. The MHC is HLA-A11:01 with pseudo-sequence HLA-A11:01. The binding affinity (normalized) is 0.522. (2) The peptide sequence is IQYPLWWGH. The MHC is HLA-A26:03 with pseudo-sequence HLA-A26:03. The binding affinity (normalized) is 0.0847. (3) The peptide sequence is PSSKPDWFY. The MHC is HLA-B27:05 with pseudo-sequence HLA-B27:05. The binding affinity (normalized) is 0.0847.